From a dataset of Reaction yield outcomes from USPTO patents with 853,638 reactions. Predict the reaction yield, written as a fraction of the theoretical maximum amount of product (1.0 means a 100% yield; for example, 0.34 means a 34% yield). (1) The reactants are Cl[C:2]1[C:11]2[C:6](=[CH:7][C:8]([O:15][CH3:16])=[C:9]([N+:12]([O-:14])=[O:13])[CH:10]=2)[N:5]=[CH:4][N:3]=1.[CH3:17][NH2:18]. The catalyst is C1COCC1. The product is [CH3:16][O:15][C:8]1[CH:7]=[C:6]2[C:11]([C:2]([NH:18][CH3:17])=[N:3][CH:4]=[N:5]2)=[CH:10][C:9]=1[N+:12]([O-:14])=[O:13]. The yield is 0.890. (2) The reactants are [CH:1]1([CH2:4][O:5][NH:6][C:7]([C:9]2[C:20]([NH:21][C:22]3[CH:27]=[CH:26][C:25]([Cl:28])=[CH:24][C:23]=3[CH3:29])=[C:19]([F:30])[C:12]3[N:13]=[CH:14][N:15]([CH2:16][CH:17]=[O:18])[C:11]=3[CH:10]=2)=[O:8])[CH2:3][CH2:2]1.C(=O)([O-])[O-].[K+].[K+].[N+:37]([CH2:39]S(C1C=CC(C)=CC=1)(=O)=O)#[C-:38]. The catalyst is CO. The product is [CH:1]1([CH2:4][O:5][NH:6][C:7]([C:9]2[C:20]([NH:21][C:22]3[CH:27]=[CH:26][C:25]([Cl:28])=[CH:24][C:23]=3[CH3:29])=[C:19]([F:30])[C:12]3[N:13]=[CH:14][N:15]([CH2:16][C:17]4[O:18][CH:39]=[N:37][CH:38]=4)[C:11]=3[CH:10]=2)=[O:8])[CH2:2][CH2:3]1. The yield is 0.500. (3) The reactants are [N:1]1([C:6]([O:8][C:9]([CH3:12])([CH3:11])[CH3:10])=[O:7])[CH2:5][CH2:4][CH2:3][CH2:2]1.C1C[C@H]2N(C[C@H]3[C@@H]4CCCCN4C[C@@H]2C3)CC1.C([Li])(CC)C.Br[C:36]1[C:37]([Cl:43])=[N:38][CH:39]=[C:40]([F:42])[CH:41]=1.F[B-](F)(F)F.C(P(C(C)(C)C)C(C)(C)C)(C)(C)C.[NH4+].[OH-]. The catalyst is CC(OC)(C)C.[Cl-].[Zn+2].[Cl-].C([O-])(=O)C.[Pd+2].C([O-])(=O)C. The product is [Cl:43][C:37]1[C:36]([C@H:2]2[CH2:3][CH2:4][CH2:5][N:1]2[C:6]([O:8][C:9]([CH3:12])([CH3:11])[CH3:10])=[O:7])=[CH:41][C:40]([F:42])=[CH:39][N:38]=1. The yield is 0.350. (4) The yield is 0.640. The reactants are Br[C:2]1[CH:3]=[CH:4][C:5]([N+:8]([O-:10])=[O:9])=[N:6][CH:7]=1.[CH:11]([N:14]1[CH2:19][CH2:18][NH:17][CH2:16][CH2:15]1)([CH3:13])[CH3:12]. The catalyst is CS(C)=O.O. The product is [CH:11]([N:14]1[CH2:19][CH2:18][N:17]([C:2]2[CH:7]=[N:6][C:5]([N+:8]([O-:10])=[O:9])=[CH:4][CH:3]=2)[CH2:16][CH2:15]1)([CH3:13])[CH3:12]. (5) The yield is 0.640. The reactants are [CH:1]1([N:7]2[CH2:11][C@@H:10]([C:12]3[CH:17]=[CH:16][CH:15]=[CH:14][CH:13]=3)[N:9]([CH:18]3[CH2:23][CH2:22][NH:21][CH2:20][CH2:19]3)[C:8]2=[O:24])[CH2:6][CH2:5][CH2:4][CH2:3][CH2:2]1.C(N(C(C)C)CC)(C)C.Br[CH2:35][C:36]1[CH:37]=[CH:38][C:39]([O:42][C:43]2[CH:50]=[CH:49][C:46]([C:47]#[N:48])=[CH:45][CH:44]=2)=[N:40][CH:41]=1. The catalyst is CC#N. The product is [CH:1]1([N:7]2[CH2:11][C@@H:10]([C:12]3[CH:17]=[CH:16][CH:15]=[CH:14][CH:13]=3)[N:9]([CH:18]3[CH2:23][CH2:22][N:21]([CH2:35][C:36]4[CH:37]=[CH:38][C:39]([O:42][C:43]5[CH:50]=[CH:49][C:46]([C:47]#[N:48])=[CH:45][CH:44]=5)=[N:40][CH:41]=4)[CH2:20][CH2:19]3)[C:8]2=[O:24])[CH2:2][CH2:3][CH2:4][CH2:5][CH2:6]1.